Task: Predict the reaction yield, written as a fraction of the theoretical maximum amount of product (1.0 means a 100% yield; for example, 0.34 means a 34% yield).. Dataset: Reaction yield outcomes from USPTO patents with 853,638 reactions (1) The reactants are Cl[C:2]1[N:3]=[C:4]([OH:12])[C:5]2[CH:11]=[CH:10][N:9]=[CH:8][C:6]=2[N:7]=1.[CH2:13]([N:20]1[C:28]2[C:23](=[CH:24][C:25]([OH:29])=[CH:26][CH:27]=2)[CH:22]=[CH:21]1)[C:14]1[CH:19]=[CH:18][CH:17]=[CH:16][CH:15]=1. No catalyst specified. The product is [CH2:13]([N:20]1[C:28]2[C:23](=[CH:24][C:25]([O:29][C:2]3[N:3]=[C:4]([OH:12])[C:5]4[CH:11]=[CH:10][N:9]=[CH:8][C:6]=4[N:7]=3)=[CH:26][CH:27]=2)[CH:22]=[CH:21]1)[C:14]1[CH:15]=[CH:16][CH:17]=[CH:18][CH:19]=1. The yield is 0.190. (2) The reactants are C([Li])CCC.C(NC(C)C)(C)C.[Br:13][C:14]1[CH:19]=[CH:18][CH:17]=[CH:16][N:15]=1.[CH:20](=[O:22])[CH3:21]. The catalyst is O1CCCC1. The product is [Br:13][C:14]1[C:19]([CH:20]([OH:22])[CH3:21])=[CH:18][CH:17]=[CH:16][N:15]=1. The yield is 0.370.